From a dataset of Catalyst prediction with 721,799 reactions and 888 catalyst types from USPTO. Predict which catalyst facilitates the given reaction. (1) Reactant: C1([C@H:7]([C:9](O)=[O:10])N)C=CC=CC=1.ClC(OCC)=O.C1(C)C=CC=CC=1.[CH2:25]([O:27][C:28]([NH:30][C@H:31]([C:35]1[CH:40]=[CH:39][CH:38]=[CH:37][CH:36]=1)[C:32](O)=O)=[O:29])C. Product: [C:35]1([C:31]23[CH2:32][C:9](=[O:10])[CH2:7][N:30]2[C:28](=[O:29])[O:27][CH2:25]3)[CH:36]=[CH:37][CH:38]=[CH:39][CH:40]=1. The catalyst class is: 464. (2) Reactant: [Cl:1][C:2]1[N:3]=[CH:4][C:5]2[S:10][CH:9]=[C:8]([C:11](Cl)=[O:12])[C:6]=2[N:7]=1.[N:14]1[N:15]([C:19]2[N:24]=[C:23]([NH2:25])[CH:22]=[CH:21][CH:20]=2)[N:16]=[CH:17][CH:18]=1.N1C=CC=CC=1. Product: [N:14]1[N:15]([C:19]2[N:24]=[C:23]([NH:25][C:11]([C:8]3[C:6]4[N:7]=[C:2]([Cl:1])[N:3]=[CH:4][C:5]=4[S:10][CH:9]=3)=[O:12])[CH:22]=[CH:21][CH:20]=2)[N:16]=[CH:17][CH:18]=1. The catalyst class is: 91. (3) Reactant: Cl[C:2]1[N:7]=[C:6]([NH:8][C:9]2[CH:14]=[CH:13][CH:12]=[CH:11][C:10]=2[S:15]([N:18]([CH3:20])[CH3:19])(=[O:17])=[O:16])[C:5]([Cl:21])=[CH:4][N:3]=1.[CH3:22][N:23]1[CH2:28][CH2:27][N:26]([CH2:29][C:30]2[CH:36]=[CH:35][C:33]([NH2:34])=[CH:32][CH:31]=2)[CH2:25][CH2:24]1. Product: [Cl:21][C:5]1[C:6]([NH:8][C:9]2[CH:14]=[CH:13][CH:12]=[CH:11][C:10]=2[S:15]([N:18]([CH3:20])[CH3:19])(=[O:17])=[O:16])=[N:7][C:2]([NH:34][C:33]2[CH:32]=[CH:31][C:30]([CH2:29][N:26]3[CH2:25][CH2:24][N:23]([CH3:22])[CH2:28][CH2:27]3)=[CH:36][CH:35]=2)=[N:3][CH:4]=1. The catalyst class is: 61. (4) Product: [CH:27]([C:24]1[S:25][CH:26]=[C:22]([C:20]([N:16]2[CH2:15][C:14]3([CH2:13][CH2:12][N:11]([CH2:10][C:9]4[CH:8]=[C:7]([CH:34]=[CH:33][CH:32]=4)[O:6][CH2:5][CH:4]=[O:3])[CH2:31][CH2:30]3)[O:19][CH2:18][CH2:17]2)=[O:21])[N:23]=1)([CH3:29])[CH3:28]. Reactant: C([O:3][CH:4](OCC)[CH2:5][O:6][C:7]1[CH:8]=[C:9]([CH:32]=[CH:33][CH:34]=1)[CH2:10][N:11]1[CH2:31][CH2:30][C:14]2([O:19][CH2:18][CH2:17][N:16]([C:20]([C:22]3[N:23]=[C:24]([CH:27]([CH3:29])[CH3:28])[S:25][CH:26]=3)=[O:21])[CH2:15]2)[CH2:13][CH2:12]1)C.O. The catalyst class is: 15. (5) Reactant: [C:1]([C:3]1[CH:4]=[CH:5][C:6]2[N:10]=[C:9]([O:11][CH:12]3[CH2:15][O:14][CH2:13]3)[N:8]([C:16]3[CH:21]=[CH:20][N:19]=[C:18]([NH2:22])[N:17]=3)[C:7]=2[CH:23]=1)#[CH:2].C([N-]C(C)C)(C)C.[Li+].[N:32]1[CH:37]=[CH:36][CH:35]=[N:34][C:33]=1[C:38](=[O:40])[CH3:39].[Cl-].[NH4+]. Product: [NH2:22][C:18]1[N:17]=[C:16]([N:8]2[C:7]3[CH:23]=[C:3]([C:1]#[C:2][C:38]([C:33]4[N:34]=[CH:35][CH:36]=[CH:37][N:32]=4)([OH:40])[CH3:39])[CH:4]=[CH:5][C:6]=3[N:10]=[C:9]2[O:11][CH:12]2[CH2:13][O:14][CH2:15]2)[CH:21]=[CH:20][N:19]=1. The catalyst class is: 1. (6) Reactant: [S:1]1[C:5]2[CH:6]=[CH:7][CH:8]=[CH:9][C:4]=2[CH:3]=[C:2]1[C:10]1[CH:19]=[C:18]2[C:13]([N:14]=[CH:15][CH:16]=[N:17]2)=[C:12]([C:20]([NH:22][CH2:23][C:24]([O:26]CC)=[O:25])=[O:21])[C:11]=1[OH:29].[OH-].[Na+]. Product: [S:1]1[C:5]2[CH:6]=[CH:7][CH:8]=[CH:9][C:4]=2[CH:3]=[C:2]1[C:10]1[CH:19]=[C:18]2[C:13]([N:14]=[CH:15][CH:16]=[N:17]2)=[C:12]([C:20]([NH:22][CH2:23][C:24]([OH:26])=[O:25])=[O:21])[C:11]=1[OH:29]. The catalyst class is: 8.